From a dataset of Full USPTO retrosynthesis dataset with 1.9M reactions from patents (1976-2016). Predict the reactants needed to synthesize the given product. (1) The reactants are: [F:1][C:2]([F:33])([F:32])[CH2:3][C:4]1[CH:9]=[CH:8][C:7]([CH:10]2[CH2:15][N:14]([C:16](OC3C=CC([N+]([O-])=O)=CC=3)=[O:17])[CH2:13][CH:12]([C:28]([O:30][CH3:31])=[O:29])[CH2:11]2)=[CH:6][CH:5]=1.[OH:34][CH:35]1[CH2:40][CH2:39][NH:38][CH2:37][CH2:36]1.C(=O)([O-])[O-].[K+].[K+]. Given the product [OH:34][CH:35]1[CH2:40][CH2:39][N:38]([C:16]([N:14]2[CH2:15][CH:10]([C:7]3[CH:6]=[CH:5][C:4]([CH2:3][C:2]([F:32])([F:33])[F:1])=[CH:9][CH:8]=3)[CH2:11][CH:12]([C:28]([O:30][CH3:31])=[O:29])[CH2:13]2)=[O:17])[CH2:37][CH2:36]1, predict the reactants needed to synthesize it. (2) Given the product [N:6]1[C:5]2[CH:7]=[CH:8][CH:9]=[CH:10][C:4]=2[NH:3][C:2]=1[NH:11][CH:12]1[CH2:20][C:19]2[C:14](=[CH:15][CH:16]=[CH:17][CH:18]=2)[CH2:13]1, predict the reactants needed to synthesize it. The reactants are: Cl[C:2]1[NH:3][C:4]2[CH:10]=[CH:9][CH:8]=[CH:7][C:5]=2[N:6]=1.[NH2:11][CH:12]1[CH2:20][C:19]2[C:14](=[CH:15][CH:16]=[CH:17][CH:18]=2)[CH2:13]1.